Dataset: Catalyst prediction with 721,799 reactions and 888 catalyst types from USPTO. Task: Predict which catalyst facilitates the given reaction. (1) Reactant: [Cl:1][C:2]1[C:3]([F:45])=[C:4]([C@H:8]2[C@H:12]([C:13](=[O:24])[NH:14][CH2:15][CH2:16][C@H:17]3[CH2:21]O[C:19]([CH3:23])([CH3:22])[O:18]3)[NH:11][C@@H:10]([CH2:25][C:26]([CH3:34])([CH3:33])[CH2:27]OS(C)(=O)=O)[C@@:9]2([C:37]2[CH:42]=[CH:41][C:40]([Cl:43])=[CH:39][C:38]=2[F:44])[C:35]#[N:36])[CH:5]=[CH:6][CH:7]=1.C([O-])([O-])=O.[Cs+].[Cs+].[OH2:52]. Product: [CH3:22][C:19]1([CH3:23])[O:18][C@@H:17]([CH2:16][CH2:15][NH:14][C:13]([CH:12]2[N:11]3[CH:10]([CH2:25][C:26]([CH3:33])([CH3:34])[CH2:27]3)[C:9]([C:37]3[CH:42]=[CH:41][C:40]([Cl:43])=[CH:39][C:38]=3[F:44])([C:35]#[N:36])[CH:8]2[C:4]2[CH:5]=[CH:6][CH:7]=[C:2]([Cl:1])[C:3]=2[F:45])=[O:24])[CH2:21][O:52]1. The catalyst class is: 9. (2) Reactant: [CH3:1][S:2](Cl)(=[O:4])=[O:3].[Cl:6][C:7]1[CH:12]=[CH:11][C:10]([C:13]2[CH:14]=[CH:15][C:16]([C:19]#[C:20][C:21]3[CH:30]=[CH:29][C:24]([O:25][CH2:26][CH2:27][OH:28])=[C:23]([CH3:31])[CH:22]=3)=[N:17][CH:18]=2)=[CH:9][CH:8]=1.C(N(CC)CC)C. Product: [CH3:1][S:2]([O:28][CH2:27][CH2:26][O:25][C:24]1[CH:29]=[CH:30][C:21]([C:20]#[C:19][C:16]2[CH:15]=[CH:14][C:13]([C:10]3[CH:9]=[CH:8][C:7]([Cl:6])=[CH:12][CH:11]=3)=[CH:18][N:17]=2)=[CH:22][C:23]=1[CH3:31])(=[O:4])=[O:3]. The catalyst class is: 1. (3) Reactant: [CH2:1]([O:8][C:9]1[CH:10]=[C:11]([CH:44]=[CH:45][CH:46]=1)[CH2:12][C@@H:13]1[C@@H:17](/[CH:18]=[CH:19]/[C@@H:20]([O:26][Si:27]([C:30]([CH3:33])([CH3:32])[CH3:31])([CH3:29])[CH3:28])[CH2:21][CH2:22][CH2:23][CH2:24][CH3:25])[C@H:16]([O:34][Si:35]([C:38]([CH3:41])([CH3:40])[CH3:39])([CH3:37])[CH3:36])[CH2:15][C@@H:14]1[CH2:42][OH:43])[C:2]1[CH:7]=[CH:6][CH:5]=[CH:4][CH:3]=1.C(N(CC)CC)C.[CH3:54][S:55](Cl)(=[O:57])=[O:56].C(=O)(O)[O-].[Na+]. Product: [CH3:54][S:55]([O:43][CH2:42][C@H:14]1[CH2:15][C@@H:16]([O:34][Si:35]([C:38]([CH3:41])([CH3:40])[CH3:39])([CH3:37])[CH3:36])[C@H:17](/[CH:18]=[CH:19]/[C@@H:20]([O:26][Si:27]([C:30]([CH3:31])([CH3:32])[CH3:33])([CH3:28])[CH3:29])[CH2:21][CH2:22][CH2:23][CH2:24][CH3:25])[C@H:13]1[CH2:12][C:11]1[CH:44]=[CH:45][CH:46]=[C:9]([O:8][CH2:1][C:2]2[CH:7]=[CH:6][CH:5]=[CH:4][CH:3]=2)[CH:10]=1)(=[O:57])=[O:56]. The catalyst class is: 2. (4) Reactant: [NH2:1][C:2]1[CH:3]=[C:4]([CH:12]=[C:13]([C:15]2[CH:20]=[CH:19][C:18]([CH3:21])=[CH:17][CH:16]=2)[N:14]=1)[C:5]([O:7][C:8]([CH3:11])([CH3:10])[CH3:9])=[O:6].Br[CH2:23][CH:24](OC)OC.CC1C=CC(S(O)(=O)=O)=CC=1. Product: [CH3:21][C:18]1[CH:19]=[CH:20][C:15]([C:13]2[N:14]3[CH:23]=[CH:24][N:1]=[C:2]3[CH:3]=[C:4]([C:5]([O:7][C:8]([CH3:9])([CH3:10])[CH3:11])=[O:6])[CH:12]=2)=[CH:16][CH:17]=1. The catalyst class is: 9. (5) Reactant: Br[C:2]1[CH:3]=[C:4]([CH:7]=[C:8](Br)[CH:9]=1)[CH:5]=O.[CH3:11][C:12]1[CH:17]=[C:16]([CH3:18])[CH:15]=[C:14]([CH3:19])[C:13]=1B(O)O.[C:23]([O-:26])([O-])=O.[Na+].[Na+]. Product: [CH3:11][C:12]1[CH:17]=[C:16]([CH3:18])[CH:15]=[C:14]([CH3:19])[C:13]=1[C:2]1[CH:9]=[C:8]([CH:7]=[C:4]([C:5]2[C:16]([CH3:15])=[CH:17][C:12]([CH3:11])=[CH:13][C:14]=2[CH3:19])[CH:3]=1)[CH:23]=[O:26]. The catalyst class is: 108. (6) Reactant: C(O[CH:4](OCC)[C:5]([NH:7][CH2:8][C:9]1[CH:14]=[CH:13][CH:12]=[CH:11][C:10]=1[F:15])=[O:6])C.[OH-].[NH4+].CCOCC. Product: [F:15][C:10]1[CH:11]=[CH:12][CH:13]=[C:14]2[C:9]=1[CH:8]=[N:7][C:5]([OH:6])=[CH:4]2. The catalyst class is: 65. (7) Reactant: Br[C:2]1[CH:7]=[CH:6][C:5]([CH2:8][C@@H:9]([NH:16][C:17]([O:19][C:20]([CH3:23])([CH3:22])[CH3:21])=[O:18])[CH2:10][C:11]([O:13][CH2:14][CH3:15])=[O:12])=[CH:4][CH:3]=1.[Cl:24][C:25]1[CH:26]=[C:27](B(O)O)[CH:28]=[CH:29][CH:30]=1.C([O-])([O-])=O.[Na+].[Na+]. Product: [C:20]([O:19][C:17]([NH:16][C@H:9]([CH2:8][C:5]1[CH:6]=[CH:7][C:2]([C:29]2[CH:28]=[CH:27][CH:26]=[C:25]([Cl:24])[CH:30]=2)=[CH:3][CH:4]=1)[CH2:10][C:11]([O:13][CH2:14][CH3:15])=[O:12])=[O:18])([CH3:23])([CH3:22])[CH3:21]. The catalyst class is: 104. (8) Reactant: C(OC(=O)[NH:7][CH:8]([C:10](=[O:34])[NH:11][CH:12]([C:16]([N:18]1[CH2:22][CH2:21][CH2:20][CH:19]1[CH2:23][C:24]1[C:28]2[CH:29]=[C:30]([OH:33])[CH:31]=[CH:32][C:27]=2[O:26][CH:25]=1)=[O:17])[CH:13]([CH3:15])[CH3:14])[CH3:9])(C)(C)C.C(O)(C(F)(F)F)=O. Product: [NH2:7][CH:8]([CH3:9])[C:10]([NH:11][CH:12]([C:16]([N:18]1[CH2:22][CH2:21][CH2:20][CH:19]1[CH2:23][C:24]1[C:28]2[CH:29]=[C:30]([OH:33])[CH:31]=[CH:32][C:27]=2[O:26][CH:25]=1)=[O:17])[CH:13]([CH3:15])[CH3:14])=[O:34]. The catalyst class is: 2. (9) Reactant: Cl[C:2]1[C:7]([C:8]([F:11])([F:10])[F:9])=[CH:6][C:5]([N+:12]([O-])=O)=[CH:4][N:3]=1.[H][H]. Product: [F:11][C:8]([F:9])([F:10])[C:7]1[CH:6]=[C:5]([NH2:12])[CH:4]=[N:3][CH:2]=1. The catalyst class is: 43.